This data is from Full USPTO retrosynthesis dataset with 1.9M reactions from patents (1976-2016). The task is: Predict the reactants needed to synthesize the given product. (1) Given the product [F:1][C:2]1[CH:8]=[C:7]([O:9][C:10]2[C:19]3[C:14](=[CH:15][C:16]([O:22][CH2:23][CH2:24][CH2:25][N:26]4[CH2:27][CH2:28][O:29][CH2:30][CH2:31]4)=[C:17]([O:20][CH3:21])[CH:18]=3)[N:13]=[CH:12][CH:11]=2)[CH:6]=[CH:5][C:3]=1[NH:4][C:43]([NH:60][CH:58]([C:55]1[CH:56]=[CH:57][C:52]([F:51])=[CH:53][CH:54]=1)[CH3:59])=[O:49], predict the reactants needed to synthesize it. The reactants are: [F:1][C:2]1[CH:8]=[C:7]([O:9][C:10]2[C:19]3[C:14](=[CH:15][C:16]([O:22][CH2:23][CH2:24][CH2:25][N:26]4[CH2:31][CH2:30][O:29][CH2:28][CH2:27]4)=[C:17]([O:20][CH3:21])[CH:18]=3)[N:13]=[CH:12][CH:11]=2)[CH:6]=[CH:5][C:3]=1[NH2:4].C(N(CC)CC)C.ClC(Cl)(O[C:43](=[O:49])OC(Cl)(Cl)Cl)Cl.[F:51][C:52]1[CH:57]=[CH:56][C:55]([CH:58]([NH2:60])[CH3:59])=[CH:54][CH:53]=1. (2) Given the product [Cl:1][C:2]1[CH:7]=[CH:6][C:5]([S:8]([N:11]([CH2:21][C:22]2[CH:29]=[CH:28][C:25]([C:26]#[N:27])=[CH:24][CH:23]=2)[C@H:12]2[CH2:16][CH2:15][CH2:14][C@H:13]2[C:17]([NH2:19])=[O:18])(=[O:9])=[O:10])=[CH:4][CH:3]=1, predict the reactants needed to synthesize it. The reactants are: [Cl:1][C:2]1[CH:7]=[CH:6][C:5]([S:8]([NH:11][C@H:12]2[CH2:16][CH2:15][CH2:14][C@H:13]2[C:17]([NH2:19])=[O:18])(=[O:10])=[O:9])=[CH:4][CH:3]=1.Br[CH2:21][C:22]1[CH:29]=[CH:28][C:25]([C:26]#[N:27])=[CH:24][CH:23]=1. (3) Given the product [C:1]([O:4][C:5]1[C:10]([C:11]([CH3:14])([CH3:13])[CH3:12])=[CH:9][C:8]2[O:15][C:17]([CH3:19])([CH3:18])[CH2:16][C:7]=2[C:6]=1[CH3:21])(=[O:3])[CH3:2], predict the reactants needed to synthesize it. The reactants are: [C:1]([O:4][C:5]1[C:10]([C:11]([CH3:14])([CH3:13])[CH3:12])=[CH:9][C:8]([OH:15])=[C:7]([CH:16](O)[CH:17]([CH3:19])[CH3:18])[C:6]=1[CH3:21])(=[O:3])[CH3:2].B(F)(F)F.CCOCC. (4) Given the product [NH2:9][C:4]1[CH:3]=[C:2]([Br:1])[CH:7]=[CH:6][C:5]=1[OH:8], predict the reactants needed to synthesize it. The reactants are: [Br:1][C:2]1[CH:7]=[CH:6][C:5]([OH:8])=[C:4]([N+:9]([O-])=O)[CH:3]=1.[O-]S(S([O-])=O)=O.[Na+].[Na+]. (5) Given the product [Br:1][C:2]1[CH:7]=[C:6]([O:8][C:9]([F:11])([F:12])[F:10])[CH:5]=[CH:4][C:3]=1[O:13][CH2:17][CH2:16][C@@H:15]([OH:14])[CH3:29], predict the reactants needed to synthesize it. The reactants are: [Br:1][C:2]1[CH:7]=[C:6]([O:8][C:9]([F:12])([F:11])[F:10])[CH:5]=[CH:4][C:3]=1[OH:13].[OH:14][C@@H:15]([CH3:29])[CH2:16][CH2:17]OS(C1C=CC(C)=CC=1)(=O)=O.C([O-])([O-])=O.[Cs+].[Cs+]. (6) Given the product [N:57]1[CH:62]=[CH:61][CH:60]=[C:59]([O:63][CH2:64][C:65]([N:9]2[CH2:10][CH2:11][C:12]3[C:17](=[CH:16][CH:15]=[C:14]([CH2:18][N:19]4[CH2:20][CH2:21][N:22]([C:25]([CH:27]5[CH2:32][CH2:31][O:30][CH2:29][CH2:28]5)=[O:26])[CH2:23][CH2:24]4)[CH:13]=3)[CH2:8]2)=[O:66])[CH:58]=1, predict the reactants needed to synthesize it. The reactants are: C(N(CC)CC)C.[CH2:8]1[C:17]2[C:12](=[CH:13][C:14]([CH2:18][N:19]3[CH2:24][CH2:23][N:22]([C:25]([CH:27]4[CH2:32][CH2:31][O:30][CH2:29][CH2:28]4)=[O:26])[CH2:21][CH2:20]3)=[CH:15][CH:16]=2)[CH2:11][CH2:10][NH:9]1.F[P-](F)(F)(F)(F)F.N1(OC(N(C)C)=[N+](C)C)C2N=CC=CC=2N=N1.[N:57]1[CH:62]=[CH:61][CH:60]=[C:59]([O:63][CH2:64][C:65](O)=[O:66])[CH:58]=1.